Dataset: Reaction yield outcomes from USPTO patents with 853,638 reactions. Task: Predict the reaction yield, written as a fraction of the theoretical maximum amount of product (1.0 means a 100% yield; for example, 0.34 means a 34% yield). The reactants are [CH3:1][O:2][C:3]1[C:8]([O:9][CH3:10])=[CH:7][CH:6]=[CH:5][C:4]=1[OH:11].F[C:13]1[CH:18]=[CH:17][CH:16]=[CH:15][C:14]=1[N+:19]([O-:21])=[O:20].[CH3:22][O:23][C:24]1[C:37]([O:38][CH3:39])=[CH:36][CH:35]=[CH:34][C:25]=1[O:26][C:27]1[CH:33]=[CH:32][CH:31]=[CH:30][C:28]=1[NH2:29].[NH2:40][C:41]1[S:42][CH:43]=[CH:44][N:45]=1. No catalyst specified. The product is [CH3:1][O:2][C:3]1[C:8]([O:9][CH3:10])=[CH:7][CH:6]=[CH:5][C:4]=1[O:11][C:13]1[CH:18]=[CH:17][CH:16]=[CH:15][C:14]=1[N+:19]([O-:21])=[O:20].[CH3:22][O:23][C:24]1[C:37]([O:38][CH3:39])=[CH:36][CH:35]=[CH:34][C:25]=1[O:26][C:27]1[CH:33]=[CH:32][CH:31]=[CH:30][C:28]=1[NH:29][C:4]([NH:40][C:41]1[S:42][CH:43]=[CH:44][N:45]=1)=[O:11]. The yield is 0.640.